This data is from Full USPTO retrosynthesis dataset with 1.9M reactions from patents (1976-2016). The task is: Predict the reactants needed to synthesize the given product. Given the product [C:15]([O:14][C:12]([N:3]1[CH2:2][CH:1]2[CH:5]([CH:6]2[C:7]([OH:9])=[O:8])[CH2:4]1)=[O:13])([CH3:18])([CH3:16])[CH3:17], predict the reactants needed to synthesize it. The reactants are: [CH:1]12[CH:6]([C:7]([O:9]CC)=[O:8])[CH:5]1[CH2:4][N:3]([C:12]([O:14][C:15]([CH3:18])([CH3:17])[CH3:16])=[O:13])[CH2:2]2.[OH-].[Na+].